Dataset: Catalyst prediction with 721,799 reactions and 888 catalyst types from USPTO. Task: Predict which catalyst facilitates the given reaction. (1) The catalyst class is: 11. Product: [F:8][C:9]1[CH:10]=[C:11]([CH2:12][N:5]2[CH2:6][CH2:7][N:2]([CH3:1])[CH2:3][CH2:4]2)[CH:14]=[CH:15][C:16]=1[N+:17]([O-:19])=[O:18]. Reactant: [CH3:1][N:2]1[CH2:7][CH2:6][NH:5][CH2:4][CH2:3]1.[F:8][C:9]1[CH:10]=[C:11]([CH:14]=[CH:15][C:16]=1[N+:17]([O-:19])=[O:18])[CH:12]=O.C(O)(=O)C.C(O[BH-](OC(=O)C)OC(=O)C)(=O)C.[Na+]. (2) Reactant: [OH:1][CH2:2][C:3]1[CH:4]=[CH:5][C:6]([N+:10]([O-:12])=[O:11])=[C:7]([OH:9])[CH:8]=1.[CH3:13][C:14]([CH3:24])([CH3:23])[C:15](N1CCSC1=S)=[O:16]. Product: [C:15]([O:1][CH2:2][C:3]1[CH:4]=[CH:5][C:6]([N+:10]([O-:12])=[O:11])=[C:7]([OH:9])[CH:8]=1)(=[O:16])[C:14]([CH3:24])([CH3:23])[CH3:13]. The catalyst class is: 11. (3) The catalyst class is: 17. Product: [CH2:36]([O:43][N:44]=[C:10]1[CH:11]([C:14]2[CH:19]=[CH:18][C:17]([O:20][CH2:21][CH2:22][CH2:23][O:24][CH2:25][C:26]3[CH:31]=[CH:30][CH:29]=[CH:28][C:27]=3[O:32][CH3:33])=[CH:16][CH:15]=2)[CH2:12][CH2:13][NH:8][CH2:9]1)[C:37]1[CH:42]=[CH:41][CH:40]=[CH:39][CH:38]=1. Reactant: C(OC([N:8]1[CH2:13][CH2:12][CH:11]([C:14]2[CH:19]=[CH:18][C:17]([O:20][CH2:21][CH2:22][CH2:23][O:24][CH2:25][C:26]3[CH:31]=[CH:30][CH:29]=[CH:28][C:27]=3[O:32][CH3:33])=[CH:16][CH:15]=2)[C:10](=O)[CH2:9]1)=O)(C)(C)C.Cl.[CH2:36]([O:43][NH2:44])[C:37]1[CH:42]=[CH:41][CH:40]=[CH:39][CH:38]=1. (4) Reactant: [NH2:1][C:2]1([CH2:14][OH:15])[CH2:6][CH2:5][N:4]([CH2:7][C:8]2[CH:13]=[CH:12][CH:11]=[CH:10][CH:9]=2)[CH2:3]1.[CH3:16][C:17]([O:20][C:21](O[C:21]([O:20][C:17]([CH3:19])([CH3:18])[CH3:16])=[O:22])=[O:22])([CH3:19])[CH3:18]. Product: [CH2:7]([N:4]1[CH2:5][CH2:6][C:2]([NH:1][C:21](=[O:22])[O:20][C:17]([CH3:19])([CH3:18])[CH3:16])([CH2:14][OH:15])[CH2:3]1)[C:8]1[CH:9]=[CH:10][CH:11]=[CH:12][CH:13]=1. The catalyst class is: 2. (5) Reactant: [CH3:1][O:2][CH2:3][C:4](=O)[CH2:5][C:6]([O:8][CH3:9])=[O:7].[F:11][C:12]1[CH:19]=[CH:18][C:15]([CH:16]=O)=[CH:14][CH:13]=1.[NH2:20][C:21]([NH2:23])=[O:22].[O-]S(C(F)(F)F)(=O)=O.[Yb+3].[O-]S(C(F)(F)F)(=O)=O.[O-]S(C(F)(F)F)(=O)=O. Product: [F:11][C:12]1[CH:19]=[CH:18][C:15]([CH:16]2[C:5]([C:6]([O:8][CH3:9])=[O:7])=[C:4]([CH2:3][O:2][CH3:1])[NH:23][C:21](=[O:22])[NH:20]2)=[CH:14][CH:13]=1. The catalyst class is: 93. (6) Product: [C:1]([O:5][C:6]([NH:8][CH2:9][C:10]1[C:11]([CH2:37][CH:38]([CH3:40])[CH3:39])=[N:12][C:13]2[C:18]([C:19]=1[C:20]1[CH:21]=[CH:22][C:23]([CH3:26])=[CH:24][CH:25]=1)=[CH:17][C:16]([O:27][CH2:28][CH2:29][CH2:30][CH2:31][C:32]([OH:34])=[O:33])=[CH:15][CH:14]=2)=[O:7])([CH3:2])([CH3:4])[CH3:3]. Reactant: [C:1]([O:5][C:6]([NH:8][CH2:9][C:10]1[C:11]([CH2:37][CH:38]([CH3:40])[CH3:39])=[N:12][C:13]2[C:18]([C:19]=1[C:20]1[CH:25]=[CH:24][C:23]([CH3:26])=[CH:22][CH:21]=1)=[CH:17][C:16]([O:27][CH2:28][CH2:29][CH2:30][CH2:31][C:32]([O:34]CC)=[O:33])=[CH:15][CH:14]=2)=[O:7])([CH3:4])([CH3:3])[CH3:2].C(O)C.[OH-].[Na+].Cl. The catalyst class is: 7. (7) Reactant: [NH2:1][CH2:2][CH2:3][CH:4]1[CH2:9][CH2:8][CH2:7][CH2:6][N:5]1[C:10]([O:12][C:13]([CH3:16])([CH3:15])[CH3:14])=[O:11].Cl[C:18]1[C:23]([N+:24]([O-:26])=[O:25])=[C:22]([OH:27])[CH:21]=[CH:20][N:19]=1.CCN(C(C)C)C(C)C. The catalyst class is: 271. Product: [OH:27][C:22]1[CH:21]=[CH:20][N:19]=[C:18]([NH:1][CH2:2][CH2:3][CH:4]2[CH2:9][CH2:8][CH2:7][CH2:6][N:5]2[C:10]([O:12][C:13]([CH3:16])([CH3:15])[CH3:14])=[O:11])[C:23]=1[N+:24]([O-:26])=[O:25].